This data is from Full USPTO retrosynthesis dataset with 1.9M reactions from patents (1976-2016). The task is: Predict the reactants needed to synthesize the given product. (1) Given the product [C:1]([C:3]1[CH:4]=[C:5]([CH:10]2[CH2:15][CH:14]([NH:16][C:17](=[O:24])[C:18]3[CH:23]=[CH:22][CH:21]=[CH:20][N:19]=3)[C:13](=[O:25])[CH2:12][CH2:11]2)[CH:6]=[C:7]([F:9])[CH:8]=1)#[N:2], predict the reactants needed to synthesize it. The reactants are: [C:1]([C:3]1[CH:4]=[C:5]([CH:10]2[CH2:15][CH:14]([NH:16][C:17](=[O:24])[C:18]3[CH:23]=[CH:22][CH:21]=[CH:20][N:19]=3)[CH:13]([OH:25])[CH2:12][CH2:11]2)[CH:6]=[C:7]([F:9])[CH:8]=1)#[N:2].CC(OI1(OC(C)=O)(OC(C)=O)OC(=O)C2C=CC=CC1=2)=O.[OH-].[Na+]. (2) Given the product [Br:8][CH:24]1[CH2:25][CH:26]([N+:27]([O-:29])=[O:28])[CH:21]([C:19]2[CH:20]=[C:15]([F:14])[C:16]([F:33])=[CH:17][C:18]=2[F:32])[CH2:22][C:23]1=[O:30], predict the reactants needed to synthesize it. The reactants are: C1C(=O)N([Br:8])C(=O)C1.CC([O-])=O.[Na+].[F:14][C:15]1[CH:20]=[C:19]([CH:21]2[CH:26]([N+:27]([O-:29])=[O:28])[CH2:25][CH:24]=[C:23]([O:30]C)[CH2:22]2)[C:18]([F:32])=[CH:17][C:16]=1[F:33]. (3) Given the product [Br:1][C:2]1[CH:7]=[CH:6][N:5]=[C:4]([NH:10][C@H:11]([C:13]2[C:14](=[O:24])[NH:15][C:16]3[C:21]([CH:22]=2)=[CH:20][C:19]([Cl:23])=[CH:18][CH:17]=3)[CH3:12])[CH:3]=1, predict the reactants needed to synthesize it. The reactants are: [Br:1][C:2]1[CH:7]=[CH:6][N:5]=[C:4](F)[CH:3]=1.Cl.[NH2:10][C@H:11]([C:13]1[C:14](=[O:24])[NH:15][C:16]2[C:21]([CH:22]=1)=[CH:20][C:19]([Cl:23])=[CH:18][CH:17]=2)[CH3:12].C([O-])([O-])=O.[K+].[K+]. (4) Given the product [F:34][C:31]1[CH:32]=[CH:33][C:28]([C:15]2([CH2:14][O:13][CH:11]([C:9]3[C:8]4[C:4](=[CH:5][N:6]([CH2:35][O:36][CH2:37][CH2:38][Si:39]([CH3:42])([CH3:41])[CH3:40])[N:7]=4)[CH:3]=[C:2]([CH3:43])[CH:10]=3)[CH3:12])[CH2:20][CH2:19][N:18]([C:21]([O:23][C:24]([CH3:27])([CH3:26])[CH3:25])=[O:22])[CH2:17][CH2:16]2)=[CH:29][CH:30]=1, predict the reactants needed to synthesize it. The reactants are: Br[C:2]1[CH:10]=[C:9]([CH:11]([O:13][CH2:14][C:15]2([C:28]3[CH:33]=[CH:32][C:31]([F:34])=[CH:30][CH:29]=3)[CH2:20][CH2:19][N:18]([C:21]([O:23][C:24]([CH3:27])([CH3:26])[CH3:25])=[O:22])[CH2:17][CH2:16]2)[CH3:12])[C:8]2[C:4](=[CH:5][N:6]([CH2:35][O:36][CH2:37][CH2:38][Si:39]([CH3:42])([CH3:41])[CH3:40])[N:7]=2)[CH:3]=1.[CH3:43]B1OB(C)OB(C)O1.C(=O)([O-])[O-].[Na+].[Na+]. (5) Given the product [Cl:1][C:2]1[C:7]([N:8]=[C:10]=[S:11])=[C:6]([CH3:9])[CH:5]=[CH:4][N:3]=1, predict the reactants needed to synthesize it. The reactants are: [Cl:1][C:2]1[C:7]([NH2:8])=[C:6]([CH3:9])[CH:5]=[CH:4][N:3]=1.[C:10](Cl)(Cl)=[S:11].C(N(C(C)C)C(C)C)C.